Predict the reactants needed to synthesize the given product. From a dataset of Full USPTO retrosynthesis dataset with 1.9M reactions from patents (1976-2016). (1) The reactants are: [NH2:1][CH2:2][CH:3]([C:12]1([OH:18])[CH2:17][CH2:16][CH2:15][CH2:14][CH2:13]1)[C:4]1[CH:9]=[CH:8][C:7]([O:10][CH3:11])=[CH:6][CH:5]=1.[ClH:19].C(O)(C)C. Given the product [ClH:19].[NH2:1][CH2:2][CH:3]([C:12]1([OH:18])[CH2:17][CH2:16][CH2:15][CH2:14][CH2:13]1)[C:4]1[CH:5]=[CH:6][C:7]([O:10][CH3:11])=[CH:8][CH:9]=1, predict the reactants needed to synthesize it. (2) Given the product [CH2:31]([C@H:33]([NH:40][C:12]([C:11]1[C:10]2[C:5](=[CH:6][CH:7]=[CH:8][CH:9]=2)[N:4]=[C:3]([C:15]2[CH:20]=[CH:19][CH:18]=[CH:17][CH:16]=2)[C:2]=1[OH:1])=[O:13])[C:34]1[CH:39]=[CH:38][CH:37]=[CH:36][CH:35]=1)[CH3:32], predict the reactants needed to synthesize it. The reactants are: [OH:1][C:2]1[C:3]([C:15]2[CH:20]=[CH:19][CH:18]=[CH:17][CH:16]=2)=[N:4][C:5]2[C:10]([C:11]=1[C:12](O)=[O:13])=[CH:9][CH:8]=[CH:7][CH:6]=2.ON1C2C=CC=CC=2N=N1.[CH2:31]([C@H:33]([NH2:40])[C:34]1[CH:39]=[CH:38][CH:37]=[CH:36][CH:35]=1)[CH3:32].C1(N=C=NC2CCCCC2)CCCCC1. (3) Given the product [NH2:33][CH2:32][CH2:31][O:30][C:27]1[CH:26]=[CH:25][C:24]([N:2]([CH3:1])[C:3]([C:5]2[CH:10]=[CH:9][N:8]3[N:11]=[CH:12][C:13]([C:14]4[CH:19]=[CH:18][C:17]([C:20](=[O:23])[NH:21][CH3:22])=[CH:16][CH:15]=4)=[C:7]3[CH:6]=2)=[O:4])=[N:29][CH:28]=1, predict the reactants needed to synthesize it. The reactants are: [CH3:1][N:2]([C:24]1[N:29]=[CH:28][C:27]([O:30][CH2:31][CH2:32][NH:33]C(=O)OC(C)(C)C)=[CH:26][CH:25]=1)[C:3]([C:5]1[CH:10]=[CH:9][N:8]2[N:11]=[CH:12][C:13]([C:14]3[CH:19]=[CH:18][C:17]([C:20](=[O:23])[NH:21][CH3:22])=[CH:16][CH:15]=3)=[C:7]2[CH:6]=1)=[O:4]. (4) Given the product [CH3:16][N:14]1[CH2:15][CH:12]([N:4]2[C:5]3[N:6]=[CH:7][N:8]=[C:9]([NH2:11])[C:10]=3[C:2]([C:25]3[CH:26]=[C:27]4[C:31](=[CH:32][CH:33]=3)[N:30]([C:34](=[O:46])[CH2:35][C:36]3[CH:41]=[CH:40][CH:39]=[C:38]([C:42]([F:45])([F:43])[F:44])[CH:37]=3)[CH2:29][CH2:28]4)=[CH:3]2)[CH2:13]1, predict the reactants needed to synthesize it. The reactants are: Br[C:2]1[C:10]2[C:9]([NH2:11])=[N:8][CH:7]=[N:6][C:5]=2[N:4]([CH:12]2[CH2:15][N:14]([CH3:16])[CH2:13]2)[CH:3]=1.CC1(C)C(C)(C)OB([C:25]2[CH:26]=[C:27]3[C:31](=[CH:32][CH:33]=2)[N:30]([C:34](=[O:46])[CH2:35][C:36]2[CH:41]=[CH:40][CH:39]=[C:38]([C:42]([F:45])([F:44])[F:43])[CH:37]=2)[CH2:29][CH2:28]3)O1.O1CCOCC1.C([O-])(O)=O.[Na+]. (5) Given the product [N+:9]([C:8]1[CH:7]=[N:6][N:3]2[CH2:4][CH2:5][NH:1][C:2]=12)([O-:11])=[O:10], predict the reactants needed to synthesize it. The reactants are: [NH:1]1[CH2:5][CH2:4][N:3]2[N:6]=[CH:7][CH:8]=[C:2]12.[N+:9]([O-])([OH:11])=[O:10]. (6) Given the product [Cl:1][C:2]1[C:10]([C:11]2[CH:16]=[CH:15][C:14]([Cl:17])=[CH:13][CH:12]=2)=[CH:9][C:5]([C:6]([NH:19][C@@H:20]2[CH2:25][CH2:24][CH2:23][CH2:22][C@H:21]2[OH:26])=[O:8])=[CH:4][N:3]=1, predict the reactants needed to synthesize it. The reactants are: [Cl:1][C:2]1[C:10]([C:11]2[CH:16]=[CH:15][C:14]([Cl:17])=[CH:13][CH:12]=2)=[CH:9][C:5]([C:6]([OH:8])=O)=[CH:4][N:3]=1.Cl.[NH2:19][C@@H:20]1[CH2:25][CH2:24][CH2:23][CH2:22][C@H:21]1[OH:26].CN(C(ON1N=NC2C=CC=CC1=2)=[N+](C)C)C.[B-](F)(F)(F)F.C(N(C(C)C)C(C)C)C. (7) Given the product [Cl:8][C:5]1[CH:6]=[CH:7][C:2]2[N:1]=[C:12]([C:14]3[CH:15]=[CH:16][C:17]([C:20]([F:21])([F:22])[F:23])=[CH:18][CH:19]=3)[CH2:11][O:9][C:3]=2[CH:4]=1, predict the reactants needed to synthesize it. The reactants are: [NH2:1][C:2]1[CH:7]=[CH:6][C:5]([Cl:8])=[CH:4][C:3]=1[OH:9].Br[CH2:11][C:12]([C:14]1[CH:19]=[CH:18][C:17]([C:20]([F:23])([F:22])[F:21])=[CH:16][CH:15]=1)=O. (8) Given the product [OH:2][C:3]1[CH:12]=[C:11]2[C:6]([C:7](=[O:13])[N:8]=[CH:9][NH:10]2)=[CH:5][C:4]=1[C:14]1[N:15]=[N:16][C:17]([N:20]([CH3:31])[CH:21]2[CH2:26][C:25]([CH3:27])([CH3:28])[NH:24][C:23]([CH3:30])([CH3:29])[CH2:22]2)=[CH:18][CH:19]=1, predict the reactants needed to synthesize it. The reactants are: C[O:2][C:3]1[CH:12]=[C:11]2[C:6]([C:7](=[O:13])[N:8]=[CH:9][NH:10]2)=[CH:5][C:4]=1[C:14]1[N:15]=[N:16][C:17]([N:20]([CH3:31])[CH:21]2[CH2:26][C:25]([CH3:28])([CH3:27])[NH:24][C:23]([CH3:30])([CH3:29])[CH2:22]2)=[CH:18][CH:19]=1.B(Br)(Br)Br. (9) Given the product [C:41]([O:45][C:46](=[O:54])[NH:47][CH2:48][C@H:49]1[CH2:53][CH2:52][CH2:51][N:50]1[C:35](=[O:36])[C:34]1[CH:38]=[CH:39][C:31]([O:30][CH2:29][CH2:28][CH2:27][CH:24]2[CH2:23][CH2:22][N:21]([C:19]3[O:18][N:17]=[C:16]([CH:13]([CH3:14])[CH3:15])[N:20]=3)[CH2:26][CH2:25]2)=[CH:32][C:33]=1[CH3:40])([CH3:44])([CH3:42])[CH3:43], predict the reactants needed to synthesize it. The reactants are: O.CCN=C=NCCCN(C)C.[CH:13]([C:16]1[N:20]=[C:19]([N:21]2[CH2:26][CH2:25][CH:24]([CH2:27][CH2:28][CH2:29][O:30][C:31]3[CH:39]=[CH:38][C:34]([C:35](O)=[O:36])=[C:33]([CH3:40])[CH:32]=3)[CH2:23][CH2:22]2)[O:18][N:17]=1)([CH3:15])[CH3:14].[C:41]([O:45][C:46](=[O:54])[NH:47][CH2:48][C@H:49]1[CH2:53][CH2:52][CH2:51][NH:50]1)([CH3:44])([CH3:43])[CH3:42]. (10) Given the product [NH2:22][C@H:21]1[C@H:18]2[C@@H:19]1[O:20][C:16]1[CH:15]=[CH:14][C:13]([O:12][C:6]3[CH:7]=[CH:8][N:9]=[C:10]4[C:5]=3[CH2:4][CH2:3][C:2](=[O:1])[NH:11]4)=[CH:30][C:17]=12, predict the reactants needed to synthesize it. The reactants are: [O:1]=[C:2]1[NH:11][C:10]2[N:9]=[CH:8][CH:7]=[C:6]([O:12][C:13]3[CH:14]=[CH:15][C:16]4[O:20][C@@H:19]5[C@@H:21]([NH:22]C(=O)OC(C)(C)C)[C@@H:18]5[C:17]=4[CH:30]=3)[C:5]=2[CH2:4][CH2:3]1.Cl.